Dataset: Forward reaction prediction with 1.9M reactions from USPTO patents (1976-2016). Task: Predict the product of the given reaction. Given the reactants [F:1][C:2]([F:32])([F:31])[C:3]1[CH:8]=[CH:7][C:6]([C:9]2[C:10]([C:15]([NH:17][C:18]3[CH:27]=[C:26]4[C:21]([CH:22]=[C:23]([C:28]([OH:30])=O)[CH:24]=[N:25]4)=[CH:20][CH:19]=3)=[O:16])=[CH:11][CH:12]=[CH:13][CH:14]=2)=[CH:5][CH:4]=1.[NH:33]1[CH2:37][CH2:36][CH2:35][CH2:34]1.Cl.CN(C)CCCN=C=NCC.ON1C2C=CC=CC=2N=N1.C(N(CC)CC)C, predict the reaction product. The product is: [N:33]1([C:28]([C:23]2[CH:24]=[N:25][C:26]3[C:21]([CH:22]=2)=[CH:20][CH:19]=[C:18]([NH:17][C:15]([C:10]2[C:9]([C:6]4[CH:7]=[CH:8][C:3]([C:2]([F:1])([F:32])[F:31])=[CH:4][CH:5]=4)=[CH:14][CH:13]=[CH:12][CH:11]=2)=[O:16])[CH:27]=3)=[O:30])[CH2:37][CH2:36][CH2:35][CH2:34]1.